Dataset: Forward reaction prediction with 1.9M reactions from USPTO patents (1976-2016). Task: Predict the product of the given reaction. (1) Given the reactants C[C:2]1(C)S[C@@H]2[C@H](NC([C@H](N)C3C=CC=CC=3)=O)C(=[O:9])N2[C@H:3]1[C:21]([OH:23])=[O:22].P([O-])([O-])([O-])=O.[K+].[K+].[K+].CC(S[C@@H:43]1[O:44][C@H:41]([CH2:43][OH:44])[C@H:40]([OH:45])[C@H:40]([OH:45])[C@H:41]1O)C, predict the reaction product. The product is: [C:21]1(=[O:23])[O:22][CH2:2][CH2:3]1.[OH:44][CH2:43][CH2:41][C:40]([O-:45])=[O:9]. (2) Given the reactants [OH:1][C:2]1[CH:3]=[C:4]2[C:8](=[CH:9][CH:10]=1)[C:7](=[O:11])[NH:6][CH2:5]2.COC1C=CC([C:18]([OH:20])=[O:19])=C(C)C=1.O=S(Cl)Cl.[N:28]([C:38]1(C#N)CCCC[CH2:39]1)=NC1(C#N)CCCCC1.[C:56](OO[C:56](=O)[C:57]1[CH:62]=CC=C[CH:58]=1)(=O)[C:57]1[CH:62]=CC=C[CH:58]=1, predict the reaction product. The product is: [O:11]=[C:7]1[C:8]2[C:4](=[CH:3][C:2]([O:1][CH2:39][CH2:38][NH:28][C:18](=[O:19])[O:20][C:57]([CH3:56])([CH3:58])[CH3:62])=[CH:10][CH:9]=2)[CH2:5][NH:6]1. (3) Given the reactants [F:1][CH:2]([F:14])[O:3][C:4]1[N:9]=[C:8]([C:10](OC)=[O:11])[CH:7]=[CH:6][CH:5]=1.CC(C[AlH]CC(C)C)C.[OH-].[Na+].C([O-])(O)=O.[Na+], predict the reaction product. The product is: [F:14][CH:2]([F:1])[O:3][C:4]1[N:9]=[C:8]([CH2:10][OH:11])[CH:7]=[CH:6][CH:5]=1. (4) Given the reactants [OH:1][B:2]1[C@@H:7]([S:8][C:9]2[N:13]([CH3:14])[CH:12]=[N:11][N:10]=2)[CH2:6][C:5]2[CH:15]=[CH:16][CH:17]=[C:18]([C:19]([OH:21])=[O:20])[C:4]=2[O:3]1.[C:22](=[O:30])([O:26][CH:27]([CH3:29])[CH3:28])[O:23][CH2:24]Cl.C([O-])([O-])=O.[K+].[K+], predict the reaction product. The product is: [OH:1][B:2]1[C@@H:7]([S:8][C:9]2[N:13]([CH3:14])[CH:12]=[N:11][N:10]=2)[CH2:6][C:5]2[CH:15]=[CH:16][CH:17]=[C:18]([C:19]([O:21][CH2:24][O:23][C:22]([O:26][CH:27]([CH3:29])[CH3:28])=[O:30])=[O:20])[C:4]=2[O:3]1. (5) Given the reactants [C:1]([NH2:20])([C:14]1[CH:19]=[CH:18][CH:17]=[CH:16][CH:15]=1)([C:8]1[CH:13]=[CH:12][CH:11]=[CH:10][CH:9]=1)[C:2]1[CH:7]=[CH:6][CH:5]=[CH:4][CH:3]=1.[Br:21][C:22]1[CH:27]=[CH:26][C:25]([C:28]2[CH:33]=[CH:32][C:31](Br)=[CH:30][CH:29]=2)=[CH:24][CH:23]=1.CC(C)([O-])C.[Na+], predict the reaction product. The product is: [C:1]([NH:20][C:22]1[CH:27]=[CH:26][CH:25]=[CH:24][CH:23]=1)([C:8]1[CH:13]=[CH:12][CH:11]=[CH:10][CH:9]=1)([C:14]1[CH:15]=[CH:16][CH:17]=[CH:18][CH:19]=1)[C:2]1[CH:3]=[CH:4][CH:5]=[CH:6][CH:7]=1.[Br-:21].[C:25]1([C:28]2[CH:29]=[CH:30][CH:31]=[CH:32][CH:33]=2)[CH:26]=[CH:27][CH:22]=[CH:23][CH:24]=1.[C:14]1([C:1]2[CH:8]=[CH:13][CH:12]=[CH:11][CH:10]=2)[CH:15]=[CH:16][CH:17]=[CH:18][CH:19]=1. (6) Given the reactants [F:1][C:2]1[CH:11]=[C:10]([C:12]#[C:13][C:14]([CH3:17])([CH3:16])[CH3:15])[CH:9]=[C:8]([F:18])[C:3]=1[C:4]([O:6]C)=[O:5].[OH-].[Li+].CO, predict the reaction product. The product is: [CH3:15][C:14]([CH3:17])([CH3:16])[C:13]#[C:12][C:10]1[CH:9]=[C:8]([F:18])[C:3]([C:4]([OH:6])=[O:5])=[C:2]([F:1])[CH:11]=1. (7) The product is: [CH3:12][N:11]([C@H:13]1[CH2:17][CH2:16][NH:15][CH2:14]1)[C:9](=[O:10])[O:8][CH2:1][C:2]1[CH:7]=[CH:6][CH:5]=[CH:4][CH:3]=1. Given the reactants [CH2:1]([O:8][C:9]([N:11]([C@H:13]1[CH2:17][CH2:16][N:15](C(OC(C)(C)C)=O)[CH2:14]1)[CH3:12])=[O:10])[C:2]1[CH:7]=[CH:6][CH:5]=[CH:4][CH:3]=1, predict the reaction product.